Dataset: Full USPTO retrosynthesis dataset with 1.9M reactions from patents (1976-2016). Task: Predict the reactants needed to synthesize the given product. (1) Given the product [N:23]12[CH2:22][C@@H:21]([NH:20][C:19]([C:17]3[CH:18]=[C:2]([Cl:1])[CH:3]=[C:4]4[O:8][C:7]([NH2:9])=[N:6][C:5]=34)=[O:29])[CH:26]([CH2:27][CH2:28]1)[CH2:25][CH2:24]2, predict the reactants needed to synthesize it. The reactants are: [Cl:1][C:2]1[CH:18]=[C:17]([C:19](=[O:29])[NH:20][CH:21]2[CH:26]3[CH2:27][CH2:28][N:23]([CH2:24][CH2:25]3)[CH2:22]2)[C:5]2[N:6]=[C:7]([NH:9]C(=O)OC(C)(C)C)[O:8][C:4]=2[CH:3]=1.C(O)(C(F)(F)F)=O. (2) Given the product [CH3:14][C:13](=[CH:12][CH2:11][CH2:10][C@H:2]([CH3:1])[CH2:3][CH3:4])[CH3:15], predict the reactants needed to synthesize it. The reactants are: [CH3:1][C@@H:2]([CH2:10][CH2:11][CH:12]=[C:13]([CH3:15])[CH3:14])[CH2:3][CH2:4]OS(C)(=O)=O.[H-].[Al+3].[Li+].[H-].[H-].[H-].